The task is: Regression. Given two drug SMILES strings and cell line genomic features, predict the synergy score measuring deviation from expected non-interaction effect.. This data is from NCI-60 drug combinations with 297,098 pairs across 59 cell lines. (1) Drug 1: C1=CC(=CC=C1CCC2=CNC3=C2C(=O)NC(=N3)N)C(=O)NC(CCC(=O)O)C(=O)O. Drug 2: CCC1=C2CN3C(=CC4=C(C3=O)COC(=O)C4(CC)O)C2=NC5=C1C=C(C=C5)O. Cell line: NCI-H226. Synergy scores: CSS=28.7, Synergy_ZIP=-6.55, Synergy_Bliss=2.19, Synergy_Loewe=-5.07, Synergy_HSA=5.92. (2) Drug 1: C1CC(=O)NC(=O)C1N2CC3=C(C2=O)C=CC=C3N. Drug 2: CC1=CC2C(CCC3(C2CCC3(C(=O)C)OC(=O)C)C)C4(C1=CC(=O)CC4)C. Cell line: K-562. Synergy scores: CSS=-4.10, Synergy_ZIP=0.381, Synergy_Bliss=-3.97, Synergy_Loewe=-3.83, Synergy_HSA=-4.65. (3) Drug 1: C1=NC2=C(N1)C(=S)N=C(N2)N. Drug 2: CC1=C(C(=CC=C1)Cl)NC(=O)C2=CN=C(S2)NC3=CC(=NC(=N3)C)N4CCN(CC4)CCO. Cell line: UACC-257. Synergy scores: CSS=14.7, Synergy_ZIP=-4.47, Synergy_Bliss=0.466, Synergy_Loewe=-3.55, Synergy_HSA=-3.24. (4) Cell line: OVCAR-4. Synergy scores: CSS=30.3, Synergy_ZIP=7.32, Synergy_Bliss=6.67, Synergy_Loewe=-30.5, Synergy_HSA=4.54. Drug 2: C1=CC(=C2C(=C1NCCNCCO)C(=O)C3=C(C=CC(=C3C2=O)O)O)NCCNCCO. Drug 1: CCCS(=O)(=O)NC1=C(C(=C(C=C1)F)C(=O)C2=CNC3=C2C=C(C=N3)C4=CC=C(C=C4)Cl)F.